The task is: Predict the reaction yield, written as a fraction of the theoretical maximum amount of product (1.0 means a 100% yield; for example, 0.34 means a 34% yield).. This data is from Reaction yield outcomes from USPTO patents with 853,638 reactions. The reactants are [CH3:1][N:2]([CH3:19])[C:3](=[O:18])[C@H:4]([O:6][C:7]1[CH:16]=[CH:15][CH:14]=[C:13]2[C:8]=1[C:9](=O)[NH:10][CH:11]=[N:12]2)[CH3:5].[O:20]1[CH:24]=[CH:23][N:22]=[C:21]1[CH2:25][N:26]1[C:34]2[C:29](=[CH:30][C:31]([NH2:35])=[CH:32][CH:33]=2)[CH:28]=[N:27]1. No catalyst specified. The product is [CH3:1][N:2]([CH3:19])[C:3](=[O:18])[C@H:4]([O:6][C:7]1[CH:16]=[CH:15][CH:14]=[C:13]2[C:8]=1[C:9]([NH:35][C:31]1[CH:30]=[C:29]3[C:34](=[CH:33][CH:32]=1)[N:26]([CH2:25][C:21]1[O:20][CH:24]=[CH:23][N:22]=1)[N:27]=[CH:28]3)=[N:10][CH:11]=[N:12]2)[CH3:5]. The yield is 0.800.